Task: Regression. Given a peptide amino acid sequence and an MHC pseudo amino acid sequence, predict their binding affinity value. This is MHC class I binding data.. Dataset: Peptide-MHC class I binding affinity with 185,985 pairs from IEDB/IMGT (1) The MHC is HLA-A69:01 with pseudo-sequence HLA-A69:01. The peptide sequence is VLLEARQAY. The binding affinity (normalized) is 0.0847. (2) The peptide sequence is SLTDRELLL. The MHC is HLA-B51:01 with pseudo-sequence HLA-B51:01. The binding affinity (normalized) is 0.0847. (3) The peptide sequence is ATTHSWIPK. The MHC is HLA-B58:01 with pseudo-sequence HLA-B58:01. The binding affinity (normalized) is 0.0847. (4) The peptide sequence is KNNFWFWEY. The MHC is HLA-A02:19 with pseudo-sequence HLA-A02:19. The binding affinity (normalized) is 0.0847. (5) The peptide sequence is WLSANRAVK. The MHC is HLA-A24:02 with pseudo-sequence HLA-A24:02. The binding affinity (normalized) is 0.213.